From a dataset of Forward reaction prediction with 1.9M reactions from USPTO patents (1976-2016). Predict the product of the given reaction. Given the reactants [CH3:1][C@@:2]([S:24]([CH3:27])(=[O:26])=[O:25])([CH2:8][CH2:9][N:10]1[CH:14]=[C:13](B2OC(C)(C)C(C)(C)O2)[CH:12]=[N:11]1)[C:3]([O:5]CC)=[O:4].Br[C:29]1[CH:34]=[CH:33][C:32]([C:35]2[O:36][CH:37]=[CH:38][N:39]=2)=[CH:31][CH:30]=1.C(=O)([O-])[O-].[K+].[K+].[OH-].[Li+], predict the reaction product. The product is: [CH3:1][C@@:2]([S:24]([CH3:27])(=[O:25])=[O:26])([CH2:8][CH2:9][N:10]1[CH:14]=[C:13]([C:29]2[CH:34]=[CH:33][C:32]([C:35]3[O:36][CH:37]=[CH:38][N:39]=3)=[CH:31][CH:30]=2)[CH:12]=[N:11]1)[C:3]([OH:5])=[O:4].